This data is from Forward reaction prediction with 1.9M reactions from USPTO patents (1976-2016). The task is: Predict the product of the given reaction. (1) Given the reactants [NH:1]1[C:9]2[CH:8]=[CH:7][N:6]=[CH:5][C:4]=2[CH:3]=[N:2]1.[Br:10]N1C(=O)CCC1=O.S([O-])([O-])(=O)=S.[Na+].[Na+], predict the reaction product. The product is: [Br:10][C:3]1[C:4]2[CH:5]=[N:6][CH:7]=[CH:8][C:9]=2[NH:1][N:2]=1. (2) Given the reactants [F:1][C:2]1[CH:3]=[CH:4][C:5]([C:14]([F:17])([F:16])[F:15])=[C:6]([C:8]2[CH:13]=[CH:12][N:11]=[CH:10][CH:9]=2)[CH:7]=1.ClC1C=CC=C(C(OO)=[O:26])C=1.S([O-])([O-])=O.[Na+].[Na+], predict the reaction product. The product is: [F:1][C:2]1[CH:3]=[CH:4][C:5]([C:14]([F:17])([F:15])[F:16])=[C:6]([C:8]2[CH:9]=[CH:10][N+:11]([O-:26])=[CH:12][CH:13]=2)[CH:7]=1. (3) The product is: [CH3:1][O:2][C:3]1[CH:4]=[C:5]2[C:10](=[CH:11][C:12]=1[O:13][CH3:14])[N:9]=[CH:8][CH:7]=[C:6]2[O:15][C:16]1[C:17]([F:29])=[C:18]2[C:23](=[CH:24][CH:25]=1)[C:22]([C:26]([Cl:32])=[O:27])=[CH:21][CH:20]=[CH:19]2. Given the reactants [CH3:1][O:2][C:3]1[CH:4]=[C:5]2[C:10](=[CH:11][C:12]=1[O:13][CH3:14])[N:9]=[CH:8][CH:7]=[C:6]2[O:15][C:16]1[C:17]([F:29])=[C:18]2[C:23](=[CH:24][CH:25]=1)[C:22]([C:26](O)=[O:27])=[CH:21][CH:20]=[CH:19]2.S(Cl)([Cl:32])=O, predict the reaction product. (4) Given the reactants [NH2:1][C:2]1[CH:3]=[C:4]([CH:8]=[C:9]([C:11]2[CH2:16][CH2:15][CH2:14][CH2:13][CH:12]=2)[CH:10]=1)[C:5]([OH:7])=[O:6], predict the reaction product. The product is: [NH2:1][C:2]1[CH:3]=[C:4]([CH:8]=[C:9]([CH:11]2[CH2:12][CH2:13][CH2:14][CH2:15][CH2:16]2)[CH:10]=1)[C:5]([OH:7])=[O:6]. (5) Given the reactants FC(F)(F)C(O)=O.[OH:8][C:9]([CH:34]1[CH2:38][CH2:37][N:36](C(OC(C)(C)C)=O)[CH2:35]1)([C:11]1[S:12][C:13]([C:16]2[CH:21]=[C:20]([CH3:22])[CH:19]=[C:18]([NH:23][C:24]3[CH:29]=[C:28]([C:30]([F:33])([F:32])[F:31])[CH:27]=[CH:26][N:25]=3)[N:17]=2)=[CH:14][N:15]=1)[CH3:10], predict the reaction product. The product is: [CH3:22][C:20]1[CH:19]=[C:18]([NH:23][C:24]2[CH:29]=[C:28]([C:30]([F:33])([F:31])[F:32])[CH:27]=[CH:26][N:25]=2)[N:17]=[C:16]([C:13]2[S:12][C:11]([C:9]([CH:34]3[CH2:38][CH2:37][NH:36][CH2:35]3)([OH:8])[CH3:10])=[N:15][CH:14]=2)[CH:21]=1. (6) Given the reactants N1C(C(Cl)=O)=CC=CC=1C(Cl)=O.NC[C:15]1[C:16]2[C:21]([C:22](CN)=[C:23]3[C:28]=1[CH:27]=[CH:26][CH:25]=[CH:24]3)=[CH:20][CH:19]=[CH:18][CH:17]=2.C(N(CC)CC)C.CO, predict the reaction product. The product is: [CH:17]1[C:16]2[C:21](=[CH:22][C:23]3[C:28]([CH:15]=2)=[CH:27][CH:26]=[CH:25][CH:24]=3)[CH:20]=[CH:19][CH:18]=1.